Dataset: Forward reaction prediction with 1.9M reactions from USPTO patents (1976-2016). Task: Predict the product of the given reaction. (1) Given the reactants Br[C:2]1[CH:3]=[CH:4][C:5]2[C:6]3[CH2:15][CH2:14][CH2:13][C:7]=3[C:8](=[O:12])[NH:9][C:10]=2[CH:11]=1.C([Sn](CCCC)(CCCC)[C:21]1[O:22][CH:23]=[CH:24][CH:25]=1)CCC, predict the reaction product. The product is: [O:22]1[CH:23]=[CH:24][CH:25]=[C:21]1[C:2]1[CH:3]=[CH:4][C:5]2[C:6]3[CH2:15][CH2:14][CH2:13][C:7]=3[C:8](=[O:12])[NH:9][C:10]=2[CH:11]=1. (2) Given the reactants [Br:1][C:2]1[CH:7]=[CH:6][C:5]([CH:8]([NH:21][C:22](=[O:31])[C:23]2[CH:28]=[CH:27][C:26]([F:29])=[C:25]([F:30])[CH:24]=2)[C:9]([C@@H:11]2[CH2:16][CH2:15][CH2:14][CH2:13][C@H:12]2[C:17]([O:19][CH3:20])=[O:18])=O)=[CH:4][CH:3]=1, predict the reaction product. The product is: [Br:1][C:2]1[CH:7]=[CH:6][C:5]([C:8]2[N:21]=[C:22]([C:23]3[CH:28]=[CH:27][C:26]([F:29])=[C:25]([F:30])[CH:24]=3)[O:31][C:9]=2[C@@H:11]2[CH2:16][CH2:15][CH2:14][CH2:13][C@H:12]2[C:17]([O:19][CH3:20])=[O:18])=[CH:4][CH:3]=1.